This data is from Catalyst prediction with 721,799 reactions and 888 catalyst types from USPTO. The task is: Predict which catalyst facilitates the given reaction. (1) Reactant: [C:1]1([CH2:7][C:8]([NH:10][NH2:11])=[O:9])[CH:6]=[CH:5][CH:4]=[CH:3][CH:2]=1.[N:12]#[C:13]Br. Product: [CH2:7]([C:8]1[O:9][C:13]([NH2:12])=[N:11][N:10]=1)[C:1]1[CH:6]=[CH:5][CH:4]=[CH:3][CH:2]=1. The catalyst class is: 14. (2) Reactant: [Cl:1][C:2]1[CH:7]=[CH:6][C:5]([I:8])=[CH:4][C:3]=1[OH:9].C(=O)([O-])[O-].[K+].[K+].Br[CH2:17][C:18]([O:20][C:21]([CH3:24])([CH3:23])[CH3:22])=[O:19].O. Product: [Cl:1][C:2]1[CH:7]=[CH:6][C:5]([I:8])=[CH:4][C:3]=1[O:9][CH2:17][C:18]([O:20][C:21]([CH3:24])([CH3:23])[CH3:22])=[O:19]. The catalyst class is: 9. (3) Reactant: [NH:1]([C:8]1[N:9]([C:21]2[CH:26]=[CH:25][CH:24]=[CH:23][CH:22]=2)[C:10]2[C:15]([C:16](=[O:18])[CH:17]=1)=[C:14](Cl)[N:13]=[C:12]([CH3:20])[CH:11]=2)[C:2]1[CH:7]=[CH:6][CH:5]=[CH:4][CH:3]=1.Cl.[CH2:28]([O:30][C:31](=[O:34])[CH2:32][NH2:33])[CH3:29]. Product: [NH:1]([C:8]1[N:9]([C:21]2[CH:26]=[CH:25][CH:24]=[CH:23][CH:22]=2)[C:10]2[C:15]([C:16](=[O:18])[CH:17]=1)=[C:14]([NH:33][CH2:32][C:31]([O:30][CH2:28][CH3:29])=[O:34])[N:13]=[C:12]([CH3:20])[CH:11]=2)[C:2]1[CH:7]=[CH:6][CH:5]=[CH:4][CH:3]=1. The catalyst class is: 14. (4) Reactant: [C:1]([OH:10])(=[O:9])[C@@H:2]([C@H:4]([C:6]([OH:8])=[O:7])[OH:5])[OH:3]. Product: [C:1]([OH:10])(=[O:9])[CH:2]([CH:4]([C:6]([OH:8])=[O:7])[OH:5])[OH:3]. The catalyst class is: 21. (5) Product: [CH2:14]([O:13][C:11]([C@H:4]1[O:3][C@@H:5]1[C:6]([OH:8])=[O:7])=[O:12])[CH3:15]. Reactant: [OH-].[K+].[O:3]1[C@H:5]([C:6]([O:8]CC)=[O:7])[C@H:4]1[C:11]([O:13][CH2:14][CH3:15])=[O:12]. The catalyst class is: 14.